From a dataset of Forward reaction prediction with 1.9M reactions from USPTO patents (1976-2016). Predict the product of the given reaction. (1) Given the reactants C([BH3-])#N.[Na+].[CH3:5][C:6]1[C:14]2[C:9](=[CH:10][CH:11]=[CH:12][CH:13]=2)[NH:8][CH:7]=1.[OH-].[Na+], predict the reaction product. The product is: [CH3:5][CH:6]1[C:14]2[C:9](=[CH:10][CH:11]=[CH:12][CH:13]=2)[NH:8][CH2:7]1. (2) Given the reactants [F:1][C:2]1[CH:10]=[CH:9][C:8]([CH3:11])=[C:7]2[C:3]=1[C:4]([C:19]([OH:21])=O)=[CH:5][N:6]2[CH2:12][CH2:13][O:14][C:15]([F:18])([F:17])[F:16].CCN(CC)CC.Cl.[F:30][C:31]([F:50])([F:49])[C:32]([NH:34][CH2:35][C:36]1[CH:41]=[CH:40][C:39]([F:42])=[C:38]([CH:43]2[CH2:48][CH2:47][NH:46][CH2:45][CH2:44]2)[CH:37]=1)=[O:33].CCN=C=NCCCN(C)C, predict the reaction product. The product is: [F:49][C:31]([F:30])([F:50])[C:32]([NH:34][CH2:35][C:36]1[CH:41]=[CH:40][C:39]([F:42])=[C:38]([CH:43]2[CH2:48][CH2:47][N:46]([C:19]([C:4]3[C:3]4[C:7](=[C:8]([CH3:11])[CH:9]=[CH:10][C:2]=4[F:1])[N:6]([CH2:12][CH2:13][O:14][C:15]([F:17])([F:18])[F:16])[CH:5]=3)=[O:21])[CH2:45][CH2:44]2)[CH:37]=1)=[O:33]. (3) The product is: [F:1][C:2]1[CH:10]=[C:9]2[C:5]([C:6]([C:11]3[CH:19]=[CH:18][C:17]4[C:13](=[CH:14][N:15]([CH2:20][CH:21]5[CH2:26][CH2:25][NH:24][CH2:23][CH2:22]5)[N:16]=4)[CH:12]=3)=[CH:7][NH:8]2)=[CH:4][CH:3]=1. Given the reactants [F:1][C:2]1[CH:10]=[C:9]2[C:5]([C:6]([C:11]3[CH:19]=[CH:18][C:17]4[C:13](=[CH:14][N:15]([CH2:20][CH:21]5[CH2:26][CH2:25][N:24](C(OC(C)(C)C)=O)[CH2:23][CH2:22]5)[N:16]=4)[CH:12]=3)=[CH:7][NH:8]2)=[CH:4][CH:3]=1, predict the reaction product. (4) Given the reactants [NH2:1][C:2]1[C:3]([C:7]2[N:8]([CH2:29][CH3:30])[C:9]3[CH:14]=[C:13]([CH2:15][N:16]4[C:24](=[O:25])[C:23]5[C:18](=[CH:19][CH:20]=[CH:21][CH:22]=5)[C:17]4=[O:26])[N:12]=[C:11](Cl)[C:10]=3[N:28]=2)=[N:4][O:5][N:6]=1.[CH3:31][C:32]([OH:36])([C:34]#[CH:35])[CH3:33], predict the reaction product. The product is: [NH2:1][C:2]1[C:3]([C:7]2[N:8]([CH2:29][CH3:30])[C:9]3[CH:14]=[C:13]([CH2:15][N:16]4[C:24](=[O:25])[C:23]5[C:18](=[CH:19][CH:20]=[CH:21][CH:22]=5)[C:17]4=[O:26])[N:12]=[C:11]([C:35]#[C:34][C:32]([OH:36])([CH3:33])[CH3:31])[C:10]=3[N:28]=2)=[N:4][O:5][N:6]=1. (5) Given the reactants [CH:1]12[O:7][CH:6]1[CH2:5][CH:4]=[CH:3][CH2:2]2.[Cl-].[NH4+].[N-:10]=[N+:11]=[N-:12].[Na+].C(OCC)(=O)C, predict the reaction product. The product is: [N:10]([C@H:1]1[C@H:6]([OH:7])[CH2:5][CH:4]=[CH:3][CH2:2]1)=[N+:11]=[N-:12]. (6) Given the reactants [C:1]([C:3]1[CH:8]=[CH:7][N:6]=[C:5]([C:9]([OH:11])=O)[CH:4]=1)#[N:2].Br.Br.Br.[CH2:15]([C:17]1[C:18]([C:25]2[CH:33]=[C:32]3[C:28]([C:29]([C:34]4[NH:43][C:37]5[CH2:38][CH2:39][NH:40][CH2:41][CH2:42][C:36]=5[N:35]=4)=[N:30][NH:31]3)=[CH:27][CH:26]=2)=[CH:19][C:20]([F:24])=[C:21]([OH:23])[CH:22]=1)[CH3:16], predict the reaction product. The product is: [CH2:15]([C:17]1[CH:22]=[C:21]([OH:23])[C:20]([F:24])=[CH:19][C:18]=1[C:25]1[CH:33]=[C:32]2[C:28]([C:29]([C:34]3[NH:43][C:37]4[CH2:38][CH2:39][N:40]([C:9]([C:5]5[CH:4]=[C:3]([CH:8]=[CH:7][N:6]=5)[C:1]#[N:2])=[O:11])[CH2:41][CH2:42][C:36]=4[N:35]=3)=[N:30][NH:31]2)=[CH:27][CH:26]=1)[CH3:16]. (7) Given the reactants [S:1]1[CH:5]=[CH:4][CH:3]=[C:2]1[C:6]([OH:8])=O.C1N=CN(C(N2C=NC=C2)=O)C=1.[Cl:21][C:22]1[NH:30][C:29]2[C:28](=[O:31])[N:27]([CH2:32][CH2:33][CH2:34][CH2:35]/[C:36](=[N:39]/[H])/[NH:37]O)[C:26](=[O:41])[N:25]([CH2:42][CH2:43][CH2:44][CH2:45][CH3:46])[C:24]=2[N:23]=1, predict the reaction product. The product is: [Cl:21][C:22]1[NH:30][C:29]2[C:28](=[O:31])[N:27]([CH2:32][CH2:33][CH2:34][CH2:35][C:36]3[N:37]=[C:6]([C:2]4[S:1][CH:5]=[CH:4][CH:3]=4)[O:8][N:39]=3)[C:26](=[O:41])[N:25]([CH2:42][CH2:43][CH2:44][CH2:45][CH3:46])[C:24]=2[N:23]=1. (8) Given the reactants [NH2:1][C:2]1[CH:7]=[C:6](Br)[N:5]=[C:4]([C:9]([O:11][CH3:12])=[O:10])[C:3]=1[O:13][CH3:14].[CH2:15]([Sn](CCCC)(CCCC)C=C)[CH2:16]CC, predict the reaction product. The product is: [NH2:1][C:2]1[CH:7]=[C:6]([CH:15]=[CH2:16])[N:5]=[C:4]([C:9]([O:11][CH3:12])=[O:10])[C:3]=1[O:13][CH3:14]. (9) Given the reactants [CH3:1][O:2][C:3](=[O:8])[C:4](=O)[CH2:5]Cl.[N+:9]([C:12]1[CH:13]=[CH:14][CH:15]=[C:16]2[C:20]=1[NH:19][C:18]([C:21](=[S:23])[NH2:22])=[CH:17]2)([O-:11])=[O:10], predict the reaction product. The product is: [CH3:1][O:2][C:3]([C:4]1[N:22]=[C:21]([C:18]2[NH:19][C:20]3[C:16]([CH:17]=2)=[CH:15][CH:14]=[CH:13][C:12]=3[N+:9]([O-:11])=[O:10])[S:23][CH:5]=1)=[O:8].